This data is from Full USPTO retrosynthesis dataset with 1.9M reactions from patents (1976-2016). The task is: Predict the reactants needed to synthesize the given product. (1) Given the product [CH3:13][S:14]([N:1]1[CH2:5][CH2:4][CH2:3][C@H:2]1[C:6]([O:8][C:9]([CH3:12])([CH3:11])[CH3:10])=[O:7])(=[O:16])=[O:15], predict the reactants needed to synthesize it. The reactants are: [NH:1]1[CH2:5][CH2:4][CH2:3][C@H:2]1[C:6]([O:8][C:9]([CH3:12])([CH3:11])[CH3:10])=[O:7].[CH3:13][S:14](Cl)(=[O:16])=[O:15]. (2) Given the product [CH3:1][O:2][C:3](=[O:24])[CH2:4][C:5]1[C:14]([CH3:15])=[C:13]([C:16]2[CH:21]=[CH:20][C:19]([NH:22][S:32]([C:27]3[C:26]([CH3:25])=[CH:31][CH:30]=[CH:29][CH:28]=3)(=[O:34])=[O:33])=[CH:18][CH:17]=2)[C:12]2[C:7](=[CH:8][CH:9]=[C:10]([Cl:23])[CH:11]=2)[CH:6]=1, predict the reactants needed to synthesize it. The reactants are: [CH3:1][O:2][C:3](=[O:24])[CH2:4][C:5]1[C:14]([CH3:15])=[C:13]([C:16]2[CH:21]=[CH:20][C:19]([NH2:22])=[CH:18][CH:17]=2)[C:12]2[C:7](=[CH:8][CH:9]=[C:10]([Cl:23])[CH:11]=2)[CH:6]=1.[CH3:25][C:26]1[CH:31]=[CH:30][CH:29]=[CH:28][C:27]=1[S:32](Cl)(=[O:34])=[O:33].C(N(C(C)C)CC)(C)C. (3) Given the product [Cl:13][C:14]1[CH:15]=[CH:16][C:17]([C:20]2[CH:25]=[N:24][N:23]3[C:1](=[O:2])[NH:27][N:26]=[C:22]3[C:21]=2[C:28]2[CH:33]=[CH:32][N:31]=[CH:30][CH:29]=2)=[CH:18][CH:19]=1, predict the reactants needed to synthesize it. The reactants are: [C:1](N1C=CN=C1)(N1C=CN=C1)=[O:2].[Cl:13][C:14]1[CH:19]=[CH:18][C:17]([C:20]2[C:21]([C:28]3[CH:33]=[CH:32][N:31]=[CH:30][CH:29]=3)=[C:22]([NH:26][NH2:27])[N:23]=[N:24][CH:25]=2)=[CH:16][CH:15]=1. (4) Given the product [Br:8][C:5]1[CH:6]=[CH:7][C:2]([N:13]2[CH2:14][CH2:15][CH:11]([N:10]([CH3:16])[CH3:9])[CH2:12]2)=[N:19][CH:4]=1, predict the reactants needed to synthesize it. The reactants are: Br[C:2]1[CH:7]=[CH:6][C:5]([Br:8])=[CH:4]C=1.[CH3:9][N:10]([CH3:16])[CH:11]1[CH2:15][CH2:14][NH:13][CH2:12]1.C([N:19](C(C)C)C(C)C)C.Cl. (5) Given the product [CH3:19][O:20][CH2:21][CH2:22][CH2:23][C:24]1[CH:29]=[CH:28][CH:27]=[CH:26][C:25]=1[C:2]1[CH:7]=[CH:6][C:5]([CH:8]([CH2:11][C:12]2[CH:13]=[N:14][CH:15]=[CH:16][CH:17]=2)[C:9]#[N:10])=[C:4]([CH3:18])[CH:3]=1, predict the reactants needed to synthesize it. The reactants are: Br[C:2]1[CH:7]=[CH:6][C:5]([CH:8]([CH2:11][C:12]2[CH:13]=[N:14][CH:15]=[CH:16][CH:17]=2)[C:9]#[N:10])=[C:4]([CH3:18])[CH:3]=1.[CH3:19][O:20][CH2:21][CH2:22][CH2:23][C:24]1[CH:29]=[CH:28][CH:27]=[CH:26][C:25]=1B(O)O.[F-].[Cs+]. (6) Given the product [Br:1][C:2]1[C:10]2[C:9]3[CH2:11][N:12]([CH2:21][C:22]([F:25])([F:23])[F:24])[C:13](=[O:20])[C@H:14]([CH2:16][C:17](=[O:18])[N:59]4[CH2:60][CH2:61][CH:62]([C:65]5[C:66](=[O:75])[NH:67][C:68]6[C:73]([CH:74]=5)=[CH:72][CH:71]=[CH:70][CH:69]=6)[CH2:63][CH2:64]4)[CH2:15][C:8]=3[CH:7]=[C:6]([Br:26])[C:5]=2[NH:4][N:3]=1, predict the reactants needed to synthesize it. The reactants are: [Br:1][C:2]1[C:10]2[C:9]3[CH2:11][N:12]([CH2:21][C:22]([F:25])([F:24])[F:23])[C:13](=[O:20])[C@H:14]([CH2:16][C:17](O)=[O:18])[CH2:15][C:8]=3[CH:7]=[C:6]([Br:26])[C:5]=2[NH:4][N:3]=1.C(N(CC)C(C)C)(C)C.CN(C(ON1N=NC2C=CC=CC1=2)=[N+](C)C)C.[B-](F)(F)(F)F.Cl.[NH:59]1[CH2:64][CH2:63][CH:62]([C:65]2[C:66](=[O:75])[NH:67][C:68]3[C:73]([CH:74]=2)=[CH:72][CH:71]=[CH:70][CH:69]=3)[CH2:61][CH2:60]1. (7) Given the product [NH2:1][C:2]1[N:7]=[C:6]([NH:8][CH2:9][CH2:10][CH2:11][N:12]2[CH2:16][CH2:15][CH2:14][C:13]2=[O:17])[CH:5]=[C:4]([C:24]2[C:23]3[O:19][CH2:20][CH2:21][C:22]=3[CH:27]=[CH:26][CH:25]=2)[N:3]=1, predict the reactants needed to synthesize it. The reactants are: [NH2:1][C:2]1[N:7]=[C:6]([NH:8][CH2:9][CH2:10][CH2:11][N:12]2[CH2:16][CH2:15][CH2:14][C:13]2=[O:17])[CH:5]=[C:4](Cl)[N:3]=1.[O:19]1[C:23]2[C:24](B(O)O)=[CH:25][CH:26]=[CH:27][C:22]=2[CH2:21][CH2:20]1.C(=O)([O-])[O-].[K+].[K+]. (8) Given the product [Cl:48][C:49]1[C:50]([OH:58])=[C:51]([CH:54]=[C:55]([F:57])[CH:56]=1)[CH2:52][N:2]([CH3:1])[CH2:3][CH2:4][CH2:5][CH2:6][CH2:7][CH2:8][CH2:9][CH2:10][CH2:11][N:12]1[CH2:13][CH2:14][CH:15]([O:18][C:19](=[O:33])[NH:20][C:21]2[CH:26]=[CH:25][CH:24]=[CH:23][C:22]=2[C:27]2[CH:28]=[CH:29][CH:30]=[CH:31][CH:32]=2)[CH2:16][CH2:17]1, predict the reactants needed to synthesize it. The reactants are: [CH3:1][NH:2][CH2:3][CH2:4][CH2:5][CH2:6][CH2:7][CH2:8][CH2:9][CH2:10][CH2:11][N:12]1[CH2:17][CH2:16][CH:15]([O:18][C:19](=[O:33])[NH:20][C:21]2[CH:26]=[CH:25][CH:24]=[CH:23][C:22]=2[C:27]2[CH:32]=[CH:31][CH:30]=[CH:29][CH:28]=2)[CH2:14][CH2:13]1.C1(N)C(F)=C(F)C(F)=C(N)C=1F.Cl.Cl.[Cl:48][C:49]1[C:50]([OH:58])=[C:51]([CH:54]=[C:55]([F:57])[CH:56]=1)[CH:52]=O. (9) The reactants are: O=P12OP3(OP(OP(O3)(O1)=O)(=O)O2)=O.CO[CH:17]([O:32]C)[CH2:18][NH:19][C:20](=O)[C:21]1[CH:26]=[CH:25][C:24]([N+:27]([O-:29])=[O:28])=[C:23]([F:30])[CH:22]=1. Given the product [F:30][C:23]1[CH:22]=[C:21]([C:20]2[O:32][CH:17]=[CH:18][N:19]=2)[CH:26]=[CH:25][C:24]=1[N+:27]([O-:29])=[O:28], predict the reactants needed to synthesize it.